This data is from Catalyst prediction with 721,799 reactions and 888 catalyst types from USPTO. The task is: Predict which catalyst facilitates the given reaction. (1) Reactant: [CH:1]1([CH2:4][N:5]2[CH2:30][CH2:29][C@:12]34[C:13]5[C:14]6[O:28][C@H:11]3[C@H:10]([O:31][CH2:32][C:33]3[CH:38]=[CH:37][C:36]([O:39][CH3:40])=[CH:35][CH:34]=3)[CH2:9][CH2:8][C@@:7]4([OH:41])[C@H:6]2[CH2:19][C:18]=5[CH:17]=[CH:16][C:15]=6[O:20][CH2:21][C:22]2[CH:27]=[CH:26][CH:25]=[CH:24][CH:23]=2)[CH2:3][CH2:2]1.[H-].[Na+].S(OCCC)(O[CH2:48][CH2:49][CH3:50])(=O)=O.O. Product: [CH:1]1([CH2:4][N:5]2[CH2:30][CH2:29][C@:12]34[C:13]5[C:14]6[O:28][C@H:11]3[C@H:10]([O:31][CH2:32][C:33]3[CH:38]=[CH:37][C:36]([O:39][CH3:40])=[CH:35][CH:34]=3)[CH2:9][CH2:8][C@@:7]4([O:41][CH2:48][CH2:49][CH3:50])[C@H:6]2[CH2:19][C:18]=5[CH:17]=[CH:16][C:15]=6[O:20][CH2:21][C:22]2[CH:27]=[CH:26][CH:25]=[CH:24][CH:23]=2)[CH2:3][CH2:2]1. The catalyst class is: 3. (2) Reactant: [Cl:1][C:2]1[C:7]([O:8][CH3:9])=[C:6]([O:10][CH3:11])[CH:5]=[CH:4][C:3]=1[CH2:12][CH:13]([NH2:15])[CH3:14].[CH:16](OCC)=[O:17]. Product: [Cl:1][C:2]1[C:7]([O:8][CH3:9])=[C:6]([O:10][CH3:11])[CH:5]=[CH:4][C:3]=1[CH2:12][CH:13]([NH:15][CH:16]=[O:17])[CH3:14]. The catalyst class is: 12. (3) Reactant: [CH2:1]([O:3][CH:4]([O:7][CH2:8][CH3:9])[C:5]#[CH:6])[CH3:2].C([Li])CCC.CCCCCC.[F:21][C:22]([F:29])([F:28])[C:23](OCC)=[O:24]. Product: [CH2:1]([O:3][CH:4]([O:7][CH2:8][CH3:9])[C:5]#[C:6][C:23](=[O:24])[C:22]([F:29])([F:28])[F:21])[CH3:2]. The catalyst class is: 1. (4) Reactant: [F:1][C:2]1[CH:7]=[CH:6][C:5]([C:8]([F:11])([F:10])[F:9])=[CH:4][C:3]=1[NH:12][C:13]1[N:17]([CH3:18])[C:16]2[CH:19]=[CH:20][C:21]([O:23][C:24]3[CH:29]=[CH:28][N:27]=[C:26]([NH:30][C:31]([CH:33]4[CH2:38][CH2:37][NH:36][CH2:35][CH2:34]4)=[O:32])[CH:25]=3)=[CH:22][C:15]=2[N:14]=1.[C:39](OC(=O)C)(=[O:41])[CH3:40]. Product: [C:39]([N:36]1[CH2:37][CH2:38][CH:33]([C:31]([NH:30][C:26]2[CH:25]=[C:24]([O:23][C:21]3[CH:20]=[CH:19][C:16]4[N:17]([CH3:18])[C:13]([NH:12][C:3]5[CH:4]=[C:5]([C:8]([F:9])([F:10])[F:11])[CH:6]=[CH:7][C:2]=5[F:1])=[N:14][C:15]=4[CH:22]=3)[CH:29]=[CH:28][N:27]=2)=[O:32])[CH2:34][CH2:35]1)(=[O:41])[CH3:40]. The catalyst class is: 12.